From a dataset of Full USPTO retrosynthesis dataset with 1.9M reactions from patents (1976-2016). Predict the reactants needed to synthesize the given product. (1) Given the product [Cl:20][C:21]1[CH:29]=[CH:28][CH:27]=[CH:26][C:22]=1[C:23](/[N:12]=[C:6]1\[S:7][C:8]([CH3:11])=[C:9]([CH3:10])[N:5]\1[CH2:4][CH2:3][O:2][CH3:1])=[O:24], predict the reactants needed to synthesize it. The reactants are: [CH3:1][O:2][CH2:3][CH2:4][N:5]1[C:9]([CH3:10])=[C:8]([CH3:11])[S:7][C:6]1=[NH:12].CCN(CC)CC.[Cl:20][C:21]1[CH:29]=[CH:28][CH:27]=[CH:26][C:22]=1[C:23](Cl)=[O:24]. (2) Given the product [CH3:30][O:31][CH2:32][CH2:33][C@@H:34]1[NH:35][CH2:36][CH2:37][N:38]([C:9]2[C:8]3[N:7]=[C:6]([CH:1]4[CH2:5][CH2:4][CH2:3][CH2:2]4)[S:15][C:14]=3[NH:13][C:12]3[CH:16]=[CH:17][CH:18]=[CH:19][C:11]=3[N:10]=2)[CH2:39]1, predict the reactants needed to synthesize it. The reactants are: [CH:1]1([C:6]2[S:15][C:14]3[NH:13][C:12]4[CH:16]=[CH:17][CH:18]=[CH:19][C:11]=4[NH:10][C:9](=S)[C:8]=3[N:7]=2)[CH2:5][CH2:4][CH2:3][CH2:2]1.O(C)S(C(F)(F)F)(=O)=O.[CH3:30][O:31][CH2:32][CH2:33][C@H:34]1[CH2:39][NH:38][CH2:37][CH2:36][NH:35]1.N1C=CC=CC=1. (3) Given the product [CH:1]1([NH:6][C:7]2[N:12]3[N:13]=[C:14]([C:28]4[CH:29]=[CH:30][C:31]([F:34])=[CH:32][CH:33]=4)[C:15]([C:16]4[CH:21]=[CH:20][N:19]=[C:18]([NH:22][CH:23]5[CH2:24][CH2:25][CH2:26][CH2:27]5)[N:17]=4)=[C:11]3[CH:10]=[CH:9][C:8]=2[CH2:35][OH:36])[CH2:2][CH2:3][CH2:4][CH2:5]1, predict the reactants needed to synthesize it. The reactants are: [CH:1]1([NH:6][C:7]2[N:12]3[N:13]=[C:14]([C:28]4[CH:33]=[CH:32][C:31]([F:34])=[CH:30][CH:29]=4)[C:15]([C:16]4[CH:21]=[CH:20][N:19]=[C:18]([NH:22][CH:23]5[CH2:27][CH2:26][CH2:25][CH2:24]5)[N:17]=4)=[C:11]3[CH:10]=[CH:9][C:8]=2[C:35](OCC)=[O:36])[CH2:5][CH2:4][CH2:3][CH2:2]1.[H-].C([Al+]CC(C)C)C(C)C.CCOCC.[C@H](O)(C([O-])=O)[C@@H](O)C([O-])=O.[Na+].[K+]. (4) Given the product [F:9][C:10]([F:21])([F:20])[C:11]([NH:1][C:2]1[CH:7]=[CH:6][CH:5]=[C:4]([OH:8])[CH:3]=1)=[O:12], predict the reactants needed to synthesize it. The reactants are: [NH2:1][C:2]1[CH:3]=[C:4]([OH:8])[CH:5]=[CH:6][CH:7]=1.[F:9][C:10]([F:21])([F:20])[C:11](O[C:11](=[O:12])[C:10]([F:21])([F:20])[F:9])=[O:12]. (5) The reactants are: [NH2:1][C:2]([NH2:4])=[S:3].Br[CH:6]([C:10]1[CH:15]=[CH:14][N:13]=[C:12]([Cl:16])[CH:11]=1)[C:7](=O)[CH3:8]. Given the product [Cl:16][C:12]1[CH:11]=[C:10]([C:6]2[S:3][C:2]([NH2:4])=[N:1][C:7]=2[CH3:8])[CH:15]=[CH:14][N:13]=1, predict the reactants needed to synthesize it. (6) Given the product [Br:35][C:36]1[C:37]([N:46]2[CH2:51][CH2:50][N:49]([CH2:52][C:53]3[CH:54]=[N:55][CH:56]=[N:57][CH:58]=3)[CH2:48][CH2:47]2)=[C:38]2[N:43]=[C:77]([C:76]3[CH:75]=[CH:74][C:73]([N:67]4[CH2:72][CH2:71][O:70][CH2:69][CH2:68]4)=[CH:80][CH:79]=3)[NH:42][C:39]2=[N:40][CH:41]=1, predict the reactants needed to synthesize it. The reactants are: BrC1C(N2CCN(C(NC3C=CC=CC=3)=O)CC2)=C2N=C(C3C=CC(N(C)C)=CC=3)NC2=NC=1.[Br:35][C:36]1[C:37]([N:46]2[CH2:51][CH2:50][N:49]([CH2:52][C:53]3[CH:54]=[N:55][CH:56]=[N:57][CH:58]=3)[CH2:48][CH2:47]2)=[C:38]([N+:43]([O-])=O)[C:39]([NH2:42])=[N:40][CH:41]=1.[O-]S(S([O-])=O)=O.[Na+].[Na+].[N:67]1([C:73]2[CH:80]=[CH:79][C:76]([CH:77]=O)=[CH:75][CH:74]=2)[CH2:72][CH2:71][O:70][CH2:69][CH2:68]1.